Dataset: Reaction yield outcomes from USPTO patents with 853,638 reactions. Task: Predict the reaction yield, written as a fraction of the theoretical maximum amount of product (1.0 means a 100% yield; for example, 0.34 means a 34% yield). (1) The reactants are I.[NH2:2][C:3]1[C:4]([C:11]([NH:13][C:14](=[NH:17])SC)=[O:12])=[N:5][C:6]([Cl:10])=[C:7]([NH2:9])[N:8]=1.[NH2:18][CH2:19][CH2:20][CH2:21][CH2:22][C:23]1[CH:39]=[CH:38][C:26]([O:27][CH2:28][C:29]([NH:31][CH2:32][CH2:33][CH2:34][N:35]([CH3:37])[CH3:36])=[O:30])=[CH:25][CH:24]=1.CCN(C(C)C)C(C)C. The catalyst is C(O)C. The product is [NH2:2][C:3]1[C:4]([C:11]([N:13]=[C:14]([NH2:17])[NH:18][CH2:19][CH2:20][CH2:21][CH2:22][C:23]2[CH:39]=[CH:38][C:26]([O:27][CH2:28][C:29]([NH:31][CH2:32][CH2:33][CH2:34][N:35]([CH3:37])[CH3:36])=[O:30])=[CH:25][CH:24]=2)=[O:12])=[N:5][C:6]([Cl:10])=[C:7]([NH2:9])[N:8]=1. The yield is 0.560. (2) The reactants are [N:1]1([C:12](=[O:13])[C:11]2[NH:10][CH:9]=[N:8][C:7]=2[N:5]([CH3:6])[C:3]1=[O:4])[CH3:2].[Br:14]Br. The catalyst is C(O)(=O)C.O. The product is [Br:14][C:9]1[NH:10][C:11]2[C:12](=[O:13])[N:1]([CH3:2])[C:3](=[O:4])[N:5]([CH3:6])[C:7]=2[N:8]=1. The yield is 0.945. (3) The reactants are [C:1]([OH:10])(=[O:9])/[CH:2]=[CH:3]\[CH:4]=[CH:5]\[C:6]([OH:8])=[O:7].II. The catalyst is C(OCC)C. The product is [C:1]([OH:10])(=[O:9])/[CH:2]=[CH:3]/[CH:4]=[CH:5]/[C:6]([OH:8])=[O:7]. The yield is 0.840. (4) The reactants are [Br:1][C:2]1[CH:10]=[C:9]2[C:5]([CH2:6][C:7]3([CH2:14][N:13]([C:15]([O:17][C:18]([CH3:21])([CH3:20])[CH3:19])=[O:16])[CH2:12]3)[C:8]2=O)=[CH:4][CH:3]=1.[CH3:22][Si:23]([CH3:31])([CH3:30])[CH2:24][CH2:25][S:26]([NH2:29])(=[O:28])=[O:27]. The catalyst is ClCCCl. The product is [Br:1][C:2]1[CH:10]=[C:9]2[C:5]([CH2:6][C:7]3([CH2:14][N:13]([C:15]([O:17][C:18]([CH3:21])([CH3:20])[CH3:19])=[O:16])[CH2:12]3)[C:8]2=[N:29][S:26]([CH2:25][CH2:24][Si:23]([CH3:31])([CH3:30])[CH3:22])(=[O:28])=[O:27])=[CH:4][CH:3]=1. The yield is 0.960. (5) The reactants are [C:1]([O:4][C@H:5]1[CH2:22][CH2:21][C@@:20]2([CH3:23])[C:7](=[CH:8][C:9](=[O:25])[C@@H:10]3[C@@H:19]2[CH2:18][CH2:17][C@@:15]2([CH3:16])[C@H:11]3[CH2:12][CH2:13][C:14]2=[O:24])[CH2:6]1)(=[O:3])[CH3:2]. The catalyst is CCO.[Pd]. The product is [C:1]([O:4][C@H:5]1[CH2:22][CH2:21][C@@:20]2([CH3:23])[CH:7]([CH2:8][C:9](=[O:25])[C@@H:10]3[C@@H:19]2[CH2:18][CH2:17][C@@:15]2([CH3:16])[C@H:11]3[CH2:12][CH2:13][C:14]2=[O:24])[CH2:6]1)(=[O:3])[CH3:2]. The yield is 0.600.